This data is from Full USPTO retrosynthesis dataset with 1.9M reactions from patents (1976-2016). The task is: Predict the reactants needed to synthesize the given product. (1) Given the product [F:1][C:2]1[CH:7]=[CH:6][C:5]([N:8]2[C:12]([C:13]3[CH:23]=[CH:22][C:16]4[O:17][CH2:18][C:19](=[O:21])[NH:20][C:15]=4[CH:14]=3)=[CH:11][C:10]([CH:24]=[O:25])=[N:9]2)=[CH:4][CH:3]=1, predict the reactants needed to synthesize it. The reactants are: [F:1][C:2]1[CH:7]=[CH:6][C:5]([N:8]2[C:12]([C:13]3[CH:23]=[CH:22][C:16]4[O:17][CH2:18][C:19](=[O:21])[NH:20][C:15]=4[CH:14]=3)=[CH:11][C:10]([C:24](OCC)=[O:25])=[N:9]2)=[CH:4][CH:3]=1.[H-].C([Al+]CC(C)C)C(C)C. (2) Given the product [OH:18][CH2:19][C@@H:20]1[CH2:25][CH:24]2[CH:22]([CH2:23]2)[N:21]1[C:26]([O:28][C:29]([CH3:32])([CH3:31])[CH3:30])=[O:27], predict the reactants needed to synthesize it. The reactants are: [Si]([O:18][CH2:19][C@@H:20]1[CH2:25][CH:24]2[CH:22]([CH2:23]2)[N:21]1[C:26]([O:28][C:29]([CH3:32])([CH3:31])[CH3:30])=[O:27])(C(C)(C)C)(C1C=CC=CC=1)C1C=CC=CC=1.CCCC[N+](CCCC)(CCCC)CCCC.[F-]. (3) Given the product [CH3:49][N:48]([CH3:51])[CH2:46][CH2:47][S:56]([NH:1][C:2]1[CH:3]=[C:4]([C:9]2[C:17]3[C:16]([NH:18][C@H:19]([C:21]4[N:26]([C:27]5[CH:32]=[CH:31][CH:30]=[CH:29][CH:28]=5)[C:25](=[O:33])[C:24]5=[C:34]([CH3:37])[CH:35]=[CH:36][N:23]5[N:22]=4)[CH3:20])=[N:15][CH:14]=[N:13][C:12]=3[N:11]([CH2:38][O:39][CH2:40][CH2:41][Si:42]([CH3:43])([CH3:45])[CH3:44])[CH:10]=2)[CH:5]=[C:6]([OH:8])[CH:7]=1)(=[O:58])=[O:57], predict the reactants needed to synthesize it. The reactants are: [NH2:1][C:2]1[CH:3]=[C:4]([C:9]2[C:17]3[C:16]([NH:18][C@H:19]([C:21]4[N:26]([C:27]5[CH:32]=[CH:31][CH:30]=[CH:29][CH:28]=5)[C:25](=[O:33])[C:24]5=[C:34]([CH3:37])[CH:35]=[CH:36][N:23]5[N:22]=4)[CH3:20])=[N:15][CH:14]=[N:13][C:12]=3[N:11]([CH2:38][O:39][CH2:40][CH2:41][Si:42]([CH3:45])([CH3:44])[CH3:43])[CH:10]=2)[CH:5]=[C:6]([OH:8])[CH:7]=1.[CH2:46]([N:48]([CH2:51]C)[CH2:49]C)[CH3:47].ClCC[S:56](Cl)(=[O:58])=[O:57].CNC. (4) Given the product [Cl:1][C:2]1[CH:8]=[C:7]([I:9])[CH:6]=[CH:5][C:3]=1[NH:4][C:23]([NH:21][CH3:20])=[O:24], predict the reactants needed to synthesize it. The reactants are: [Cl:1][C:2]1[CH:8]=[C:7]([I:9])[CH:6]=[CH:5][C:3]=1[NH2:4].CN.O.C1(C)C=CC=CC=1.[CH3:20][N:21]([CH:23]=[O:24])C. (5) Given the product [CH3:16][O:11][C:10](=[O:12])[C:9]1[CH:13]=[CH:14][C:6]([F:5])=[CH:7][C:8]=1[Br:15], predict the reactants needed to synthesize it. The reactants are: S(Cl)(Cl)=O.[F:5][C:6]1[CH:14]=[CH:13][C:9]([C:10]([OH:12])=[O:11])=[C:8]([Br:15])[CH:7]=1.[CH3:16]O. (6) Given the product [CH2:1]([O:8][C:9]1[CH:10]=[C:11]([CH:40]=[CH:41][CH:42]=1)[CH2:12][O:13][C:14]1[C:19]2[CH:20]=[C:21]([C:23]3[N:24]=[C:25]4[N:29]([CH:30]=3)[N:28]=[C:27]([O:44][CH3:43])[S:26]4)[O:22][C:18]=2[CH:17]=[C:16]([O:32][Si:33]([C:36]([CH3:39])([CH3:38])[CH3:37])([CH3:35])[CH3:34])[CH:15]=1)[C:2]1[CH:7]=[CH:6][CH:5]=[CH:4][CH:3]=1, predict the reactants needed to synthesize it. The reactants are: [CH2:1]([O:8][C:9]1[CH:10]=[C:11]([CH:40]=[CH:41][CH:42]=1)[CH2:12][O:13][C:14]1[C:19]2[CH:20]=[C:21]([C:23]3[N:24]=[C:25]4[N:29]([CH:30]=3)[N:28]=[C:27](Br)[S:26]4)[O:22][C:18]=2[CH:17]=[C:16]([O:32][Si:33]([C:36]([CH3:39])([CH3:38])[CH3:37])([CH3:35])[CH3:34])[CH:15]=1)[C:2]1[CH:7]=[CH:6][CH:5]=[CH:4][CH:3]=1.[CH3:43][OH:44].C[O-].[Na+]. (7) Given the product [C:3]([O:7][C:8]([N:10]1[CH2:14][C@H:13]([O:15][CH2:31][CH:32]([F:34])[F:33])[C@@H:12]([NH:16][C:17]([C:19]2[S:20][C:21]([Cl:24])=[CH:22][CH:23]=2)=[O:18])[CH2:11]1)=[O:9])([CH3:6])([CH3:4])[CH3:5], predict the reactants needed to synthesize it. The reactants are: [H-].[Na+].[C:3]([O:7][C:8]([N:10]1[CH2:14][C@H:13]([OH:15])[C@@H:12]([NH:16][C:17]([C:19]2[S:20][C:21]([Cl:24])=[CH:22][CH:23]=2)=[O:18])[CH2:11]1)=[O:9])([CH3:6])([CH3:5])[CH3:4].FC(F)(F)S(O[CH2:31][CH:32]([F:34])[F:33])(=O)=O.